From a dataset of Full USPTO retrosynthesis dataset with 1.9M reactions from patents (1976-2016). Predict the reactants needed to synthesize the given product. (1) Given the product [CH3:19][O:18][C:11]1[CH:12]=[CH:13][CH:14]=[C:15]([O:16][CH3:17])[C:10]=1[CH:2]1[N:1]([CH2:26][C:24]2[N:25]=[C:21]([CH3:20])[S:22][CH:23]=2)[C:6](=[O:8])[CH2:5][CH2:4][CH2:3]1, predict the reactants needed to synthesize it. The reactants are: [NH2:1][CH:2]([C:10]1[C:15]([O:16][CH3:17])=[CH:14][CH:13]=[CH:12][C:11]=1[O:18][CH3:19])[CH2:3][CH2:4][CH2:5][C:6]([O:8]C)=O.[CH3:20][C:21]1[S:22][CH:23]=[C:24]([CH:26]=O)[N:25]=1. (2) Given the product [OH:26][N:25]=[C:2]1[C:23]2[C:18](=[CH:19][CH:20]=[CH:21][CH:22]=2)[C:5]2([CH2:10][CH2:9][N:8]([C:11]([O:13][C:14]([CH3:17])([CH3:16])[CH3:15])=[O:12])[CH2:7][CH2:6]2)[CH2:4][CH2:3]1, predict the reactants needed to synthesize it. The reactants are: O=[C:2]1[C:23]2[C:18](=[CH:19][CH:20]=[CH:21][CH:22]=2)[C:5]2([CH2:10][CH2:9][N:8]([C:11]([O:13][C:14]([CH3:17])([CH3:16])[CH3:15])=[O:12])[CH2:7][CH2:6]2)[CH2:4][CH2:3]1.Cl.[NH2:25][OH:26].O.O.O.C([O-])(=O)C.[Na+]. (3) Given the product [Cl:17][C:18]1[CH:19]=[CH:20][C:21]([C@@H:24]2[C@@:26]3([C:34]4[C:29](=[CH:30][CH:31]=[CH:32][CH:33]=4)[N:28]([C:7]4[CH:8]=[C:9]([CH:13]=[C:14]([S:3]([CH3:2])(=[O:5])=[O:4])[CH:15]=4)[C:10]([OH:12])=[O:11])[C:27]3=[O:35])[CH2:25]2)=[CH:22][CH:23]=1, predict the reactants needed to synthesize it. The reactants are: [Na+].[CH3:2][S:3]([O-:5])=[O:4].Br[C:7]1[CH:8]=[C:9]([CH:13]=[C:14](I)[CH:15]=1)[C:10]([OH:12])=[O:11].[Cl:17][C:18]1[CH:23]=[CH:22][C:21]([C@H:24]2[C@:26]3([C:34]4[C:29](=[CH:30][CH:31]=[CH:32][CH:33]=4)[NH:28][C:27]3=[O:35])[CH2:25]2)=[CH:20][CH:19]=1.